From a dataset of Reaction yield outcomes from USPTO patents with 853,638 reactions. Predict the reaction yield, written as a fraction of the theoretical maximum amount of product (1.0 means a 100% yield; for example, 0.34 means a 34% yield). (1) The reactants are [CH2:1]([O:3][C:4](=[O:24])[CH:5]([NH:14][C:15]1[CH:20]=[CH:19][CH:18]=[C:17]([N+:21]([O-:23])=[O:22])[CH:16]=1)[C:6](=NNC(OC)=O)[CH3:7])[CH3:2].O.C(OCC)(=[O:28])C. The catalyst is CC(C)=O.[Cl-].[Cl-].[Cl-].[Ti+3]. The product is [CH2:1]([O:3][C:4](=[O:24])[CH:5]([NH:14][C:15]1[CH:20]=[CH:19][CH:18]=[C:17]([N+:21]([O-:23])=[O:22])[CH:16]=1)[C:6](=[O:28])[CH3:7])[CH3:2]. The yield is 0.950. (2) The reactants are [Cl:1][C:2]1[CH:3]=[CH:4][C:5]([F:32])=[C:6]([NH:8][C:9]2[CH:14]=[C:13]([NH:15][CH:16]3[CH2:18][CH2:17]3)[N:12]3[N:19]=[CH:20][C:21](/[CH:22]=[C:23]4/[C:24](=[O:31])[N:25]([CH2:29][OH:30])[C:26](=[O:28])[NH:27]/4)=[C:11]3[N:10]=2)[CH:7]=1.[NH:33](C(OC(C)(C)C)=O)[CH2:34][C:35](O)=[O:36].C1(N=C=NC2CCCCC2)CCCCC1. The catalyst is CN(C=O)C.CN(C1C=CN=CC=1)C.C(OCC)(=O)C. The product is [ClH:1].[NH2:33][CH2:34][C:35]([O:30][CH2:29][N:25]1[C:24](=[O:31])/[C:23](=[CH:22]/[C:21]2[CH:20]=[N:19][N:12]3[C:13]([NH:15][CH:16]4[CH2:17][CH2:18]4)=[CH:14][C:9]([NH:8][C:6]4[CH:7]=[C:2]([Cl:1])[CH:3]=[CH:4][C:5]=4[F:32])=[N:10][C:11]=23)/[NH:27][C:26]1=[O:28])=[O:36]. The yield is 0.210. (3) The reactants are [CH:1]1([C:11]([O:13]CC)=O)[CH2:5][CH2:4][CH2:3][CH:2]1[C:6](OCC)=[O:7].[NH3:16]. No catalyst specified. The product is [C:6]1(=[O:7])[CH:2]2[CH2:3][CH2:4][CH2:5][CH:1]2[C:11](=[O:13])[NH:16]1. The yield is 0.960. (4) The reactants are [Br:1][C:2]1[CH:6]=[N:5][N:4]([CH3:7])[C:3]=1[C:8]1[CH:9]=[C:10]([NH2:20])[CH:11]=[CH:12][C:13]=1[O:14][CH2:15][CH2:16][N:17]([CH3:19])[CH3:18].[F:21][C:22]1[CH:27]=[CH:26][C:25]([N:28]=[C:29]=[O:30])=[CH:24][CH:23]=1. The catalyst is C(Cl)Cl. The product is [Br:1][C:2]1[CH:6]=[N:5][N:4]([CH3:7])[C:3]=1[C:8]1[CH:9]=[C:10]([NH:20][C:29]([NH:28][C:25]2[CH:26]=[CH:27][C:22]([F:21])=[CH:23][CH:24]=2)=[O:30])[CH:11]=[CH:12][C:13]=1[O:14][CH2:15][CH2:16][N:17]([CH3:18])[CH3:19]. The yield is 0.420. (5) The yield is 0.850. The catalyst is C1COCC1. The reactants are [F:1][C:2]([F:13])([F:12])[C:3]1[CH:11]=[CH:10][C:6]([C:7](O)=[O:8])=[CH:5][N:4]=1. The product is [F:12][C:2]([F:1])([F:13])[C:3]1[N:4]=[CH:5][C:6]([CH2:7][OH:8])=[CH:10][CH:11]=1. (6) The reactants are [NH2:1][C:2]1[CH:10]=[CH:9][CH:8]=[CH:7][C:3]=1[C:4]([NH2:6])=[O:5].[CH3:11][C:12]1[CH:13]=[C:14]([CH:17]=[C:18]([CH3:29])[C:19]=1[O:20][CH2:21][CH2:22][N:23]1[CH2:28][CH2:27][O:26][CH2:25][CH2:24]1)[CH:15]=O.S([O-])(O)=O.[Na+].C1(C)C=CC(S(O)(=O)=O)=CC=1. The catalyst is CN(C)C(=O)C.O. The product is [CH3:29][C:18]1[CH:17]=[C:14]([C:15]2[NH:6][C:4](=[O:5])[C:3]3[C:2](=[CH:10][CH:9]=[CH:8][CH:7]=3)[N:1]=2)[CH:13]=[C:12]([CH3:11])[C:19]=1[O:20][CH2:21][CH2:22][N:23]1[CH2:28][CH2:27][O:26][CH2:25][CH2:24]1. The yield is 0.500. (7) The reactants are B(Br)(Br)Br.ClCCl.[F:8][C:9]([F:38])([F:37])[C:10]1[CH:11]=[C:12]([NH:20][C:21](=[O:36])[C:22]2[CH:27]=[CH:26][C:25]([C:28]3[CH:33]=[CH:32][CH:31]=[CH:30][CH:29]=3)=[CH:24][C:23]=2[O:34]C)[CH:13]=[C:14]([C:16]([F:19])([F:18])[F:17])[CH:15]=1. The catalyst is ClCCl.C(OCC)(=O)C. The product is [F:8][C:9]([F:37])([F:38])[C:10]1[CH:11]=[C:12]([NH:20][C:21](=[O:36])[C:22]2[CH:27]=[CH:26][C:25]([C:28]3[CH:33]=[CH:32][CH:31]=[CH:30][CH:29]=3)=[CH:24][C:23]=2[OH:34])[CH:13]=[C:14]([C:16]([F:17])([F:18])[F:19])[CH:15]=1. The yield is 0.716. (8) The reactants are N[C:2]1[CH:11]=[C:10]2[C:5]([CH2:6][CH2:7][CH2:8][C:9]2=[O:12])=[CH:4][C:3]=1[O:13][CH3:14].N([O-])=[O:16].[Na+].NC(N)=O.S(=O)(=O)(O)[O-].C1([N+]#N)C=CC=CC=1. The catalyst is S(=O)(=O)(O)O.O. The product is [OH:16][C:2]1[CH:11]=[C:10]2[C:5]([CH2:6][CH2:7][CH2:8][C:9]2=[O:12])=[CH:4][C:3]=1[O:13][CH3:14]. The yield is 0.230.